From a dataset of Catalyst prediction with 721,799 reactions and 888 catalyst types from USPTO. Predict which catalyst facilitates the given reaction. Reactant: Cl[C:2]1[C:17]([N+:18]([O-:20])=[O:19])=[CH:16][C:15]([N+:21]([O-:23])=[O:22])=[CH:14][C:3]=1[C:4]([NH:6][CH2:7][CH2:8][CH2:9][CH2:10][CH2:11][CH2:12][OH:13])=[O:5].CC[N:26]([CH2:29][CH3:30])CC.N1CC1. Product: [N:26]1([C:2]2[C:17]([N+:18]([O-:20])=[O:19])=[CH:16][C:15]([N+:21]([O-:23])=[O:22])=[CH:14][C:3]=2[C:4]([NH:6][CH2:7][CH2:8][CH2:9][CH2:10][CH2:11][CH2:12][OH:13])=[O:5])[CH2:29][CH2:30]1. The catalyst class is: 25.